From a dataset of Reaction yield outcomes from USPTO patents with 853,638 reactions. Predict the reaction yield, written as a fraction of the theoretical maximum amount of product (1.0 means a 100% yield; for example, 0.34 means a 34% yield). (1) The reactants are [N+:1]([C:4]1[CH:5]=[C:6]([N:10]2[CH2:15][CH2:14][NH:13][CH2:12][CH2:11]2)[CH:7]=[CH:8][CH:9]=1)([O-:3])=[O:2].[H-].[Na+].Br[CH2:19][C:20]([O:22][CH2:23][CH3:24])=[O:21].O. The catalyst is CN(C=O)C. The product is [N+:1]([C:4]1[CH:5]=[C:6]([N:10]2[CH2:15][CH2:14][N:13]([CH2:19][C:20]([O:22][CH2:23][CH3:24])=[O:21])[CH2:12][CH2:11]2)[CH:7]=[CH:8][CH:9]=1)([O-:3])=[O:2]. The yield is 0.650. (2) The reactants are [CH3:1][O:2][C:3]1[CH:8]=[CH:7][C:6]([CH2:9][N:10]2[C:15]3[CH:16]=[C:17]([O:20][C:21]([F:24])([F:23])[F:22])[CH:18]=[CH:19][C:14]=3[O:13][CH:12]([C:25]([OH:27])=[O:26])[CH2:11]2)=[CH:5][CH:4]=1.[Li+].[CH3:29]C([N-]C(C)C)C.IC.Cl. The catalyst is O1CCCC1.O. The product is [CH3:1][O:2][C:3]1[CH:4]=[CH:5][C:6]([CH2:9][N:10]2[C:15]3[CH:16]=[C:17]([O:20][C:21]([F:22])([F:23])[F:24])[CH:18]=[CH:19][C:14]=3[O:13][C:12]([CH3:29])([C:25]([OH:27])=[O:26])[CH2:11]2)=[CH:7][CH:8]=1. The yield is 1.00. (3) The reactants are [CH:1]([C:3]1[CH:4]=[C:5](B(O)O)[O:6][CH:7]=1)=[O:2].I[C:12]1[C:20]2[C:15](=[N:16][CH:17]=[N:18][C:19]=2[NH2:21])[N:14]([CH:22]([CH3:24])[CH3:23])[N:13]=1.C([O-])([O-])=O.[Na+].[Na+]. The catalyst is CCO.COCCOC.C1C=CC([P]([Pd]([P](C2C=CC=CC=2)(C2C=CC=CC=2)C2C=CC=CC=2)([P](C2C=CC=CC=2)(C2C=CC=CC=2)C2C=CC=CC=2)[P](C2C=CC=CC=2)(C2C=CC=CC=2)C2C=CC=CC=2)(C2C=CC=CC=2)C2C=CC=CC=2)=CC=1. The product is [NH2:21][C:19]1[N:18]=[CH:17][N:16]=[C:15]2[N:14]([CH:22]([CH3:24])[CH3:23])[N:13]=[C:12]([C:5]3[O:6][CH:7]=[C:3]([CH:1]=[O:2])[CH:4]=3)[C:20]=12. The yield is 0.390. (4) The reactants are [CH3:1][C:2]1[CH:11]=[CH:10][C:9]2[C:4](=[CH:5][CH:6]=[CH:7][C:8]=2[N:12]2[CH2:17][CH2:16][N:15]([CH2:18][CH2:19][C:20]3[CH:21]=[C:22]([CH:24]=[CH:25][CH:26]=3)[NH2:23])[CH2:14][CH2:13]2)[N:3]=1.[O:27]=[C:28]1[NH:32][CH:31]([C:33](O)=[O:34])[CH2:30][NH:29]1. No catalyst specified. The product is [CH3:1][C:2]1[CH:11]=[CH:10][C:9]2[C:4](=[CH:5][CH:6]=[CH:7][C:8]=2[N:12]2[CH2:13][CH2:14][N:15]([CH2:18][CH2:19][C:20]3[CH:21]=[C:22]([NH:23][C:33]([CH:31]4[CH2:30][NH:29][C:28](=[O:27])[NH:32]4)=[O:34])[CH:24]=[CH:25][CH:26]=3)[CH2:16][CH2:17]2)[N:3]=1. The yield is 0.510.